From a dataset of Peptide-MHC class II binding affinity with 134,281 pairs from IEDB. Regression. Given a peptide amino acid sequence and an MHC pseudo amino acid sequence, predict their binding affinity value. This is MHC class II binding data. The peptide sequence is LSRNSTHEMYYVSGA. The MHC is DRB1_1301 with pseudo-sequence DRB1_1301. The binding affinity (normalized) is 0.626.